Dataset: Reaction yield outcomes from USPTO patents with 853,638 reactions. Task: Predict the reaction yield, written as a fraction of the theoretical maximum amount of product (1.0 means a 100% yield; for example, 0.34 means a 34% yield). (1) The reactants are [F:1][CH:2]([F:20])[C:3]1[CH:10]=[C:9]([O:11][CH2:12][C@H:13]2[CH2:17][O:16][C:15]([CH3:19])([CH3:18])[O:14]2)[CH:8]=[CH:7][C:4]=1[CH:5]=O.[NH2:21][C:22]1[C:30]([NH2:31])=[CH:29][CH:28]=[CH:27][C:23]=1[C:24]([OH:26])=[O:25].S(S([O-])=O)([O-])(=O)=O.[Na+].[Na+]. The catalyst is CN(C=O)C.O. The product is [F:1][CH:2]([F:20])[C:3]1[CH:10]=[C:9]([O:11][CH2:12][C@H:13]2[CH2:17][O:16][C:15]([CH3:19])([CH3:18])[O:14]2)[CH:8]=[CH:7][C:4]=1[C:5]1[NH:31][C:30]2[CH:29]=[CH:28][CH:27]=[C:23]([C:24]([OH:26])=[O:25])[C:22]=2[N:21]=1. The yield is 0.510. (2) The reactants are [Cl:1][C:2]1[N:3]=[C:4]([Cl:11])[C:5]2[CH:10]=[CH:9][NH:8][C:6]=2[N:7]=1.[H-].[Na+].Cl[CH2:15][O:16][CH2:17][CH2:18][Si:19]([CH3:22])([CH3:21])[CH3:20]. The catalyst is CN(C)C=O. The product is [Cl:1][C:2]1[N:3]=[C:4]([Cl:11])[C:5]2[CH:10]=[CH:9][N:8]([CH2:15][O:16][CH2:17][CH2:18][Si:19]([CH3:22])([CH3:21])[CH3:20])[C:6]=2[N:7]=1. The yield is 0.663.